Dataset: Experimentally validated miRNA-target interactions with 360,000+ pairs, plus equal number of negative samples. Task: Binary Classification. Given a miRNA mature sequence and a target amino acid sequence, predict their likelihood of interaction. (1) The miRNA is hsa-miR-1205 with sequence UCUGCAGGGUUUGCUUUGAG. The protein sequence of the target gene is MTVRNIASICNMGTNASALEKDIGPEQFPINEHYFGLVNFGNTCYCNSVLQALYFCRPFRENVLAYKAQQKKKENLLTCLADLFHSIATQKKKVGVIPPKKFISRLRKENDLFDNYMQQDAHEFLNYLLNTIADILQEEKKQEKQNGKLKNGNMNEPAENNKPELTWVHEIFQGTLTNETRCLNCETVSSKDEDFLDLSVDVEQNTSITHCLRDFSNTETLCSEQKYYCETCCSKQEAQKRMRVKKLPMILALHLKRFKYMEQLHRYTKLSYRVVFPLELRLFNTSSDAVNLDRMYDLVA.... Result: 1 (interaction). (2) The miRNA is mmu-miR-6996-5p with sequence UGCACAGGACAGAGCACAGUC. The protein sequence of the target gene is MSRRVVRQSKFRHVFGQAAKADQAYEDIRVSKVTWDSSFCAVNPKFLAIIVEAGGGGAFIVLPLAKTGRVDKNYPLVTGHTAPVLDIDWCPHNDNVIASASDDTTIMVWQIPDYTPMRNITEPIITLEGHSKRVGILSWHPTARNVLLSAGGDNVIIIWNVGTGEVLLSLDDMHPDVIHSVCWNSNGSLLATTCKDKTLRIIDPRKGQVVAEQARPHEGARPLRAVFTADGKLLSTGFSRMSERQLALWDPNNFEEPVALQEMDTSNGVLLPFYDPDSSIVYLCGKGDSSIRYFEITDEP.... Result: 0 (no interaction). (3) The miRNA is hsa-miR-6512-5p with sequence UACCAUUAGAAGAGCUGGAAGA. The protein sequence of the target gene is MKRPCEETTSESDMDETIDVGSENNYSGQSTSSVIRLNSPTTTSQIMARKKRRGIIEKRRRDRINNSLSELRRLVPTAFEKQGSAKLEKAEILQMTVDHLKMLQATGGKGYFDAHALAMDFMSIGFRECLTEVARYLSSVEGLDSSDPLRVRLVSHLSTCATQREAAAMTSSMAHHHHPLHPHHWAAAFHHLPAALLQPNGLHASESTPCRLSTTSEVPPAHGSALLTATFAHADSALRMPSTGSVAPCVPPLSTSLLSLSATVHAAAAAATAAAHSFPLSFAGAFPMLPPNAAAAVAAA.... Result: 1 (interaction).